This data is from Full USPTO retrosynthesis dataset with 1.9M reactions from patents (1976-2016). The task is: Predict the reactants needed to synthesize the given product. Given the product [CH2:12]([C:14]1[CH:20]=[CH:19][CH:18]=[CH:17][C:15]=1[NH:16][C:2]1[N:7]=[CH:6][C:5]2[N:8]=[CH:9][N:10]([CH3:11])[C:4]=2[CH:3]=1)[CH3:13], predict the reactants needed to synthesize it. The reactants are: Cl[C:2]1[N:7]=[CH:6][C:5]2[N:8]=[CH:9][N:10]([CH3:11])[C:4]=2[CH:3]=1.[CH2:12]([C:14]1[CH:20]=[CH:19][CH:18]=[CH:17][C:15]=1[NH2:16])[CH3:13].CC(C)([O-])C.[Na+].C1(P(C2C=CC=CC=2)C2C3OC4C(=CC=CC=4P(C4C=CC=CC=4)C4C=CC=CC=4)C(C)(C)C=3C=CC=2)C=CC=CC=1.